Dataset: Peptide-MHC class I binding affinity with 185,985 pairs from IEDB/IMGT. Task: Regression. Given a peptide amino acid sequence and an MHC pseudo amino acid sequence, predict their binding affinity value. This is MHC class I binding data. (1) The peptide sequence is TTSDYQDSDV. The MHC is HLA-A02:01 with pseudo-sequence HLA-A02:01. The binding affinity (normalized) is 0.132. (2) The peptide sequence is YMRERFEPM. The MHC is BoLA-HD6 with pseudo-sequence BoLA-HD6. The binding affinity (normalized) is 0.756. (3) The binding affinity (normalized) is 0.613. The peptide sequence is GLLPLLLLLL. The MHC is HLA-A02:01 with pseudo-sequence HLA-A02:01. (4) The peptide sequence is RFVEELLHR. The MHC is HLA-A31:01 with pseudo-sequence HLA-A31:01. The binding affinity (normalized) is 0.724.